Dataset: Catalyst prediction with 721,799 reactions and 888 catalyst types from USPTO. Task: Predict which catalyst facilitates the given reaction. (1) Reactant: [C:1]([N:4]1[C:13]2[C:8](=[CH:9][C:10]([C:14](=[O:16])[NH2:15])=[CH:11][CH:12]=2)[C@H:7]([NH:17]C(=O)OCC2C=CC=CC=2)[C@@H:6]([CH3:28])[C@@H:5]1[CH:29]1[CH2:31][CH2:30]1)(=[O:3])[CH3:2]. Product: [C:1]([N:4]1[C:13]2[C:8](=[CH:9][C:10]([C:14]([NH2:15])=[O:16])=[CH:11][CH:12]=2)[C@H:7]([NH2:17])[C@@H:6]([CH3:28])[C@@H:5]1[CH:29]1[CH2:30][CH2:31]1)(=[O:3])[CH3:2]. The catalyst class is: 29. (2) Reactant: [F:1][C:2]1[CH:7]=[CH:6][C:5]([NH:8][C:9]([C:11]2[C:15]([NH2:16])=[CH:14][NH:13][N:12]=2)=[O:10])=[CH:4][CH:3]=1.[C:17](OC(=O)C)(=[O:19])[CH3:18]. Product: [F:1][C:2]1[CH:3]=[CH:4][C:5]([NH:8][C:9]([C:11]2[C:15]([NH:16][C:17](=[O:19])[CH3:18])=[CH:14][NH:13][N:12]=2)=[O:10])=[CH:6][CH:7]=1. The catalyst class is: 17. (3) The catalyst class is: 15. Reactant: [NH2:1][C:2]1[CH:16]=[CH:15][C:5]([O:6][CH2:7][CH2:8][CH2:9][C:10]([O:12][CH2:13][CH3:14])=[O:11])=[CH:4][C:3]=1[NH:17][CH2:18][C:19]1[CH:24]=[CH:23][C:22]([Cl:25])=[CH:21][C:20]=1[Cl:26].[C:27](OCC)(OCC)(OCC)[O:28][CH2:29][CH3:30]. Product: [Cl:26][C:20]1[CH:21]=[C:22]([Cl:25])[CH:23]=[CH:24][C:19]=1[CH2:18][N:17]1[C:3]2[CH:4]=[C:5]([O:6][CH2:7][CH2:8][CH2:9][C:10]([O:12][CH2:13][CH3:14])=[O:11])[CH:15]=[CH:16][C:2]=2[N:1]=[C:27]1[O:28][CH2:29][CH3:30]. (4) Reactant: [H-].[Na+].[CH3:3][CH:4]([C:10]([O:12][CH2:13][CH3:14])=[O:11])[C:5]([O:7][CH2:8][CH3:9])=[O:6].Br[CH:16]1[CH2:25][CH2:24][C:23]2[C:18](=[CH:19][CH:20]=[C:21]([O:26][CH3:27])[CH:22]=2)[C:17]1=[O:28].Cl. Product: [CH3:3][C:4]([CH:16]1[CH2:25][CH2:24][C:23]2[C:18](=[CH:19][CH:20]=[C:21]([O:26][CH3:27])[CH:22]=2)[C:17]1=[O:28])([C:5]([O:7][CH2:8][CH3:9])=[O:6])[C:10]([O:12][CH2:13][CH3:14])=[O:11]. The catalyst class is: 3. (5) Reactant: [NH2:1][CH2:2][CH:3]1[O:7][C:6](=[O:8])[N:5]([C:9]2[CH:14]=[CH:13][C:12]([N:15]3[CH:19]=[C:18]([CH2:20][N:21]4[CH:25]=[CH:24][CH:23]=[N:22]4)[N:17]=[CH:16]3)=[C:11]([F:26])[CH:10]=2)[CH2:4]1.C(N(CC)CC)C.[C:34](Cl)(Cl)=[S:35]. Product: [F:26][C:11]1[CH:10]=[C:9]([N:5]2[CH2:4][CH:3]([CH2:2][N:1]=[C:34]=[S:35])[O:7][C:6]2=[O:8])[CH:14]=[CH:13][C:12]=1[N:15]1[CH:19]=[C:18]([CH2:20][N:21]2[CH:25]=[CH:24][CH:23]=[N:22]2)[N:17]=[CH:16]1. The catalyst class is: 4. (6) Reactant: [CH2:1]([S:3]([C:6]1[CH:14]=[CH:13][C:9]([C:10]([OH:12])=O)=[CH:8][CH:7]=1)(=[O:5])=[O:4])[CH3:2].C1N=CN(C(N2C=NC=C2)=O)C=1.CS(O)(=O)=O.[NH2:32][CH2:33][C:34]1[CH:35]=[C:36]2[C:40](=[CH:41][CH:42]=1)[C:39](=[O:43])[N:38]([CH:44]1[CH2:49][CH2:48][C:47](=[O:50])[NH:46][C:45]1=[O:51])[C:37]2=[O:52].CCOC(C)=O. Product: [O:51]=[C:45]1[CH:44]([N:38]2[C:37](=[O:52])[C:36]3[C:40](=[CH:41][CH:42]=[C:34]([CH2:33][NH:32][C:10](=[O:12])[C:9]4[CH:8]=[CH:7][C:6]([S:3]([CH2:1][CH3:2])(=[O:4])=[O:5])=[CH:14][CH:13]=4)[CH:35]=3)[C:39]2=[O:43])[CH2:49][CH2:48][C:47](=[O:50])[NH:46]1. The catalyst class is: 9. (7) Reactant: [CH:1]1([Mg]Br)[CH2:3][CH2:2]1.[CH:6]([C:8]1[CH:9]=[C:10]([CH:13]=[CH:14][CH:15]=1)[C:11]#[N:12])=[O:7]. Product: [CH:1]1([C:6]([C:8]2[CH:9]=[C:10]([CH:13]=[CH:14][CH:15]=2)[C:11]#[N:12])=[O:7])[CH2:3][CH2:2]1.[CH:1]1([CH:6]([OH:7])[C:8]2[CH:9]=[C:10]([CH:13]=[CH:14][CH:15]=2)[C:11]#[N:12])[CH2:3][CH2:2]1. The catalyst class is: 1.